From a dataset of Forward reaction prediction with 1.9M reactions from USPTO patents (1976-2016). Predict the product of the given reaction. (1) Given the reactants Br[C:2]1[N:7]=[C:6]([CH2:8][O:9][C:10]2[CH:11]=[C:12]3[C:17](=[CH:18][CH:19]=2)[C:16]2=[CH:20][C:21]([O:25][CH2:26][CH:27]4[CH2:31][CH2:30][CH2:29][O:28]4)=[N:22][C:23](=[O:24])[N:15]2[CH2:14][CH2:13]3)[CH:5]=[CH:4][CH:3]=1.[C:32]1(B(O)O)[CH:37]=[CH:36][CH:35]=[CH:34][CH:33]=1, predict the reaction product. The product is: [C:32]1([C:2]2[N:7]=[C:6]([CH2:8][O:9][C:10]3[CH:11]=[C:12]4[C:17](=[CH:18][CH:19]=3)[C:16]3=[CH:20][C:21]([O:25][CH2:26][CH:27]5[CH2:31][CH2:30][CH2:29][O:28]5)=[N:22][C:23](=[O:24])[N:15]3[CH2:14][CH2:13]4)[CH:5]=[CH:4][CH:3]=2)[CH:37]=[CH:36][CH:35]=[CH:34][CH:33]=1. (2) Given the reactants [CH3:1][S:2]([NH2:5])(=[O:4])=[O:3].[H-].[Na+].[CH2:8]([O:15][C:16]1[CH:21]=[CH:20][C:19]([C:22]2[N:26]([CH:27]3[CH2:32][CH2:31][CH2:30][CH2:29][CH2:28]3)[C:25]3[CH:33]=[CH:34][C:35]([C:37](O)=[O:38])=[CH:36][C:24]=3[N:23]=2)=[CH:18][CH:17]=1)[C:9]1[CH:14]=[CH:13][CH:12]=[CH:11][CH:10]=1.ClCCl, predict the reaction product. The product is: [CH2:8]([O:15][C:16]1[CH:17]=[CH:18][C:19]([C:22]2[N:26]([CH:27]3[CH2:28][CH2:29][CH2:30][CH2:31][CH2:32]3)[C:25]3[CH:33]=[CH:34][C:35]([C:37]([NH:5][S:2]([CH3:1])(=[O:4])=[O:3])=[O:38])=[CH:36][C:24]=3[N:23]=2)=[CH:20][CH:21]=1)[C:9]1[CH:14]=[CH:13][CH:12]=[CH:11][CH:10]=1. (3) Given the reactants BrC1C(N2CCN(C(NC3C=CC=CC=3)=O)CC2)=C2N=C(C3C=CC(N(C)C)=CC=3)NC2=NC=1.[Br:35][C:36]1[C:37]([N:46]2[CH2:51][CH2:50][N:49]([CH2:52][C:53]3[CH:54]=[N:55][CH:56]=[CH:57][CH:58]=3)[CH2:48][CH2:47]2)=[C:38]([N+:43]([O-])=O)[C:39]([NH2:42])=[N:40][CH:41]=1.[O-]S(S([O-])=O)=O.[Na+].[Na+].[CH:67]([C:69]1[CH:88]=[CH:87][C:72]([CH2:73][N:74]2[CH2:79][CH2:78][N:77]([C:80]([O:82][C:83]([CH3:86])([CH3:85])[CH3:84])=[O:81])[CH2:76][CH2:75]2)=[CH:71][CH:70]=1)=O, predict the reaction product. The product is: [Br:35][C:36]1[C:37]([N:46]2[CH2:51][CH2:50][N:49]([CH2:52][C:53]3[CH:54]=[N:55][CH:56]=[CH:57][CH:58]=3)[CH2:48][CH2:47]2)=[C:38]2[N:43]=[C:67]([C:69]3[CH:70]=[CH:71][C:72]([CH2:73][N:74]4[CH2:75][CH2:76][N:77]([C:80]([O:82][C:83]([CH3:84])([CH3:86])[CH3:85])=[O:81])[CH2:78][CH2:79]4)=[CH:87][CH:88]=3)[NH:42][C:39]2=[N:40][CH:41]=1. (4) Given the reactants ClC1C(Cl)=CC=CC=1N1[CH2:14][CH2:13][N:12]([CH2:15][CH2:16][CH2:17][CH2:18][O:19][C:20]2[CH:29]=[CH:28][C:27]3[C:22](=[C:23]([OH:30])[CH:24]=[CH:25][CH:26]=3)[N:21]=2)[CH2:11][CH2:10]1.[Cl:31][C:32]1[CH:33]=[C:34]2C(=[CH:40][CH:41]=1)CNCC2, predict the reaction product. The product is: [Cl:31][C:32]1[CH:41]=[C:40]2[C:10](=[CH:34][CH:33]=1)[CH2:11][N:12]([CH2:15][CH2:16][CH2:17][CH2:18][O:19][C:20]1[CH:29]=[CH:28][C:27]3[C:22](=[C:23]([OH:30])[CH:24]=[CH:25][CH:26]=3)[N:21]=1)[CH2:13][CH2:14]2. (5) Given the reactants [Cl:1][C:2]1[CH:3]=[C:4]([C:15](=O)[CH3:16])[CH:5]=[N:6][C:7]=1[CH2:8][O:9][CH2:10][C:11]([F:14])([F:13])[F:12].[CH3:18][C:19]([S@:22]([NH2:24])=[O:23])([CH3:21])[CH3:20], predict the reaction product. The product is: [Cl:1][C:2]1[CH:3]=[C:4]([CH:15]([NH:24][S@@:22]([C:19]([CH3:21])([CH3:20])[CH3:18])=[O:23])[CH3:16])[CH:5]=[N:6][C:7]=1[CH2:8][O:9][CH2:10][C:11]([F:14])([F:13])[F:12]. (6) The product is: [CH:1]([C:4]1[CH:13]=[CH:12][C:11]2[CH2:10][CH2:9][CH2:8][CH2:7][C:6]=2[N:5]=1)([CH3:3])[CH3:2]. Given the reactants [CH:1]([C:4]1[CH:13]=[CH:12][C:11]2[C:6](=[CH:7][CH:8]=[CH:9][CH:10]=2)[N:5]=1)([CH3:3])[CH3:2], predict the reaction product. (7) Given the reactants [OH:1][C:2]1[CH:3]=[C:4]([CH:10]=[CH:11][C:12]=1[OH:13])[CH:5](O)[C:6]([OH:8])=[O:7].[H][H].[CH3:16]O, predict the reaction product. The product is: [CH3:16][O:8][C:6](=[O:7])[CH2:5][C:4]1[CH:10]=[CH:11][C:12]([OH:13])=[C:2]([OH:1])[CH:3]=1. (8) Given the reactants FC(F)(F)C(O)=O.[CH:8]1([O:13][C:14]2[CH:15]=[C:16]([C@H:22]3[CH2:27][N:26](C(OC(C)(C)C)=O)[C:25](=[O:35])[CH:24]([CH2:36][C:37]4[CH:38]=[N:39][CH:40]=[CH:41][CH:42]=4)[CH2:23]3)[CH:17]=[CH:18][C:19]=2[O:20][CH3:21])[CH2:12][CH2:11][CH2:10][CH2:9]1, predict the reaction product. The product is: [CH:8]1([O:13][C:14]2[CH:15]=[C:16]([C@H:22]3[CH2:27][NH:26][C:25](=[O:35])[C@@H:24]([CH2:36][C:37]4[CH:38]=[N:39][CH:40]=[CH:41][CH:42]=4)[CH2:23]3)[CH:17]=[CH:18][C:19]=2[O:20][CH3:21])[CH2:9][CH2:10][CH2:11][CH2:12]1.[CH:8]1([O:13][C:14]2[CH:15]=[C:16]([C@H:22]3[CH2:27][NH:26][C:25](=[O:35])[C@H:24]([CH2:36][C:37]4[CH:38]=[N:39][CH:40]=[CH:41][CH:42]=4)[CH2:23]3)[CH:17]=[CH:18][C:19]=2[O:20][CH3:21])[CH2:9][CH2:10][CH2:11][CH2:12]1. (9) Given the reactants C(OC([NH:8][C@@H:9]1[C:15](=[O:16])[N:14]([CH2:17][C:18]([O:20][CH3:21])=[O:19])[C:13]2[CH:22]=[CH:23][CH:24]=[CH:25][C:12]=2[O:11][C@@H:10]1[C:26]1[CH:31]=[CH:30][CH:29]=[CH:28][CH:27]=1)=O)(C)(C)C, predict the reaction product. The product is: [NH2:8][C@@H:9]1[C:15](=[O:16])[N:14]([CH2:17][C:18]([O:20][CH3:21])=[O:19])[C:13]2[CH:22]=[CH:23][CH:24]=[CH:25][C:12]=2[O:11][C@@H:10]1[C:26]1[CH:31]=[CH:30][CH:29]=[CH:28][CH:27]=1.